Dataset: TCR-epitope binding with 47,182 pairs between 192 epitopes and 23,139 TCRs. Task: Binary Classification. Given a T-cell receptor sequence (or CDR3 region) and an epitope sequence, predict whether binding occurs between them. (1) The epitope is EILDITPCSF. The TCR CDR3 sequence is CASSLTPSGASETQYF. Result: 0 (the TCR does not bind to the epitope). (2) Result: 0 (the TCR does not bind to the epitope). The TCR CDR3 sequence is CASSQGSYEQYF. The epitope is KAYNVTQAF. (3) The epitope is LLLGIGILV. The TCR CDR3 sequence is CASTVSTGAYEQYF. Result: 1 (the TCR binds to the epitope).